This data is from Reaction yield outcomes from USPTO patents with 853,638 reactions. The task is: Predict the reaction yield, written as a fraction of the theoretical maximum amount of product (1.0 means a 100% yield; for example, 0.34 means a 34% yield). (1) The reactants are CCN(C(C)C)C(C)C.[O:10]=[C:11]([N:29]1[CH2:34][CH2:33][NH:32][CH2:31][CH2:30]1)[CH2:12][NH:13][C:14](=[O:28])[C:15]1[CH:20]=[CH:19][C:18]([O:21][C:22]2[CH:27]=[CH:26][CH:25]=[CH:24][CH:23]=2)=[CH:17][CH:16]=1.C1C=CC2N(O)N=NC=2C=1.CCN=C=NCCCN(C)C.Cl.[CH3:57][C:58]1[CH:62]=[CH:61][S:60][C:59]=1[C:63](O)=[O:64]. The catalyst is CN(C=O)C.O. The product is [CH3:57][C:58]1[CH:62]=[CH:61][S:60][C:59]=1[C:63]([N:32]1[CH2:31][CH2:30][N:29]([C:11](=[O:10])[CH2:12][NH:13][C:14](=[O:28])[C:15]2[CH:16]=[CH:17][C:18]([O:21][C:22]3[CH:27]=[CH:26][CH:25]=[CH:24][CH:23]=3)=[CH:19][CH:20]=2)[CH2:34][CH2:33]1)=[O:64]. The yield is 0.765. (2) The reactants are [CH3:1][O:2][CH2:3][C:4]1[CH:9]=[CH:8][CH:7]=[C:6]([CH2:10][O:11][CH3:12])[CH:5]=1.C([O-])(=O)C.[Na+].[Br:18]Br.S([O-])([O-])=O.[Na+].[Na+]. The catalyst is C(O)(=O)C. The product is [CH3:12][O:11][CH2:10][C:6]1[CH:5]=[C:4]([CH2:3][O:2][CH3:1])[CH:9]=[CH:8][C:7]=1[Br:18]. The yield is 0.297.